From a dataset of Forward reaction prediction with 1.9M reactions from USPTO patents (1976-2016). Predict the product of the given reaction. (1) Given the reactants [Br:1][C:2]1[CH:7]=[CH:6][C:5]([C:8]([OH:11])([CH3:10])[CH3:9])=[C:4]([F:12])[CH:3]=1.[O:13]1[CH:18]=[CH:17][CH2:16][CH2:15][CH2:14]1.C1(C)C=CC(S([O-])(=O)=O)=CC=1.[NH+]1C=CC=CC=1, predict the reaction product. The product is: [Br:1][C:2]1[CH:7]=[CH:6][C:5]([C:8]([CH3:10])([O:11][CH:14]2[CH2:15][CH2:16][CH2:17][CH2:18][O:13]2)[CH3:9])=[C:4]([F:12])[CH:3]=1. (2) Given the reactants [F:1][C:2]([F:29])([F:28])[C:3]1[CH:4]=[CH:5][C:6]2[O:10][C:9]([N:11]3[CH2:16][CH2:15][CH2:14][CH2:13][C@H:12]3[C:17]([O:19]CC3C=CC=CC=3)=[O:18])=[N:8][C:7]=2[CH:27]=1.[OH-].[Li+], predict the reaction product. The product is: [F:28][C:2]([F:1])([F:29])[C:3]1[CH:4]=[CH:5][C:6]2[O:10][C:9]([N:11]3[CH2:16][CH2:15][CH2:14][CH2:13][C@H:12]3[C:17]([OH:19])=[O:18])=[N:8][C:7]=2[CH:27]=1. (3) Given the reactants [C:1](=O)([O-])[O-].[K+].[K+].C=O.[C:9]([O:13][C:14](=[O:36])[CH:15](P(OCC)(OCC)=O)[CH:16]([C:18]1[CH:27]=[CH:26][C:21]([C:22]([O:24][CH3:25])=[O:23])=[CH:20][CH:19]=1)[CH3:17])([CH3:12])([CH3:11])[CH3:10], predict the reaction product. The product is: [C:9]([O:13][C:14]([C:15](=[CH2:1])[CH:16]([C:18]1[CH:19]=[CH:20][C:21]([C:22]([O:24][CH3:25])=[O:23])=[CH:26][CH:27]=1)[CH3:17])=[O:36])([CH3:10])([CH3:11])[CH3:12]. (4) Given the reactants [NH2:1][C:2]1[C:10]([CH3:11])=[C:9]([O:12][CH3:13])[CH:8]=[CH:7][C:3]=1[C:4]([NH2:6])=[O:5].C(N)(=O)C1C=CC=CC=1.[F:23][C:24]1[CH:25]=[C:26]([CH:30]=[C:31]([F:33])[CH:32]=1)[C:27](Cl)=O, predict the reaction product. The product is: [F:23][C:24]1[CH:25]=[C:26]([C:27]2[N:6]=[C:4]([OH:5])[C:3]3[C:2](=[C:10]([CH3:11])[C:9]([O:12][CH3:13])=[CH:8][CH:7]=3)[N:1]=2)[CH:30]=[C:31]([F:33])[CH:32]=1. (5) Given the reactants [F:1][C:2]1[CH:3]=[C:4]([C@@H:9]([C@@H:11]2[C@@H:18]3[C@@H:14]([O:15][C:16]([CH3:20])([CH3:19])[O:17]3)[C@H:13]([N:21]3[C:25]4[N:26]=[CH:27][N:28]=[C:29]([CH3:30])[C:24]=4[CH:23]=[CH:22]3)[O:12]2)O)[CH:5]=[CH:6][C:7]=1[F:8].CCN(S(F)(F)[F:37])CC, predict the reaction product. The product is: [F:1][C:2]1[CH:3]=[C:4]([CH:9]([F:37])[C@@H:11]2[C@H:18]3[O:17][C:16]([CH3:20])([CH3:19])[O:15][C@H:14]3[C@H:13]([N:21]3[C:25]4[N:26]=[CH:27][N:28]=[C:29]([CH3:30])[C:24]=4[CH:23]=[CH:22]3)[O:12]2)[CH:5]=[CH:6][C:7]=1[F:8]. (6) Given the reactants [Cl:1][C:2]1[CH:22]=[CH:21][C:5]([O:6][C:7]2[CH:12]=[CH:11][C:10]([C:13]3([CH3:16])[CH2:15][O:14]3)=[C:9]([C:17]([F:20])([F:19])[F:18])[CH:8]=2)=[CH:4][CH:3]=1.[NH:23]1[CH:27]=[N:26][CH:25]=[N:24]1.[OH-].[Na+].[Cl-].[NH4+], predict the reaction product. The product is: [Cl:1][C:2]1[CH:22]=[CH:21][C:5]([O:6][C:7]2[CH:12]=[CH:11][C:10]([C:13]([OH:14])([CH3:16])[CH2:15][N:23]3[CH:27]=[N:26][CH:25]=[N:24]3)=[C:9]([C:17]([F:20])([F:19])[F:18])[CH:8]=2)=[CH:4][CH:3]=1. (7) Given the reactants [C:1]([O:6][CH2:7][CH3:8])(=[O:5])[CH:2]([CH3:4])[CH3:3].[Li+].CC([N-]C(C)C)C.[Br:17][CH2:18][CH2:19][CH2:20][CH2:21]Br.O, predict the reaction product. The product is: [CH2:7]([O:6][C:1](=[O:5])[C:2]([CH3:4])([CH3:3])[CH2:21][CH2:20][CH2:19][CH2:18][Br:17])[CH3:8]. (8) Given the reactants [Br:1][C:2]1[CH:10]=[CH:9][C:5]([C:6]([OH:8])=[O:7])=[C:4]([F:11])[CH:3]=1.S(=O)(=O)(O)O.[CH3:17]O, predict the reaction product. The product is: [Br:1][C:2]1[CH:10]=[CH:9][C:5]([C:6]([O:8][CH3:17])=[O:7])=[C:4]([F:11])[CH:3]=1. (9) Given the reactants [F:1][C:2]1[CH:3]=[C:4]([CH:16]=[CH:17][C:18]=1[F:19])[CH2:5][N:6]1[CH:11]=[CH:10][CH:9]=[C:8]([C:12]([OH:14])=O)[C:7]1=[O:15].F[P-](F)(F)(F)(F)F.C[N+](C)=C(N(C)C)ON1C2N=CC=CC=2N=N1.C(Cl)Cl.C(N(CC)C(C)C)(C)C.[NH2:56][C@@H:57]([C:62]1[S:63][CH:64]=[CH:65][CH:66]=1)[CH2:58][C:59]([OH:61])=[O:60], predict the reaction product. The product is: [F:1][C:2]1[CH:3]=[C:4]([CH:16]=[CH:17][C:18]=1[F:19])[CH2:5][N:6]1[CH:11]=[CH:10][CH:9]=[C:8]([C:12]([NH:56][C@@H:57]([C:62]2[S:63][CH:64]=[CH:65][CH:66]=2)[CH2:58][C:59]([OH:61])=[O:60])=[O:14])[C:7]1=[O:15]. (10) Given the reactants [Br:1]P(Br)(C1C=CC=CC=1)(C1C=CC=CC=1)C1C=CC=CC=1.[CH3:22][O:23][C:24]1[CH:25]=[C:26]2[C:31](=[CH:32][CH:33]=1)[O:30][CH:29]([C:34]1[CH:39]=[CH:38][CH:37]=[CH:36][CH:35]=1)[C:28]([CH2:40]O)=[CH:27]2.CCOCC.CCCCCC, predict the reaction product. The product is: [Br:1][CH2:40][C:28]1[CH:29]([C:34]2[CH:39]=[CH:38][CH:37]=[CH:36][CH:35]=2)[O:30][C:31]2[C:26]([CH:27]=1)=[CH:25][C:24]([O:23][CH3:22])=[CH:33][CH:32]=2.